This data is from Full USPTO retrosynthesis dataset with 1.9M reactions from patents (1976-2016). The task is: Predict the reactants needed to synthesize the given product. (1) Given the product [Si:38]([O:23][C@H:10]1[CH2:9][C:8]([CH3:25])([CH3:24])[CH2:7][C:6]2[N:5]=[C:4]([CH:1]([CH3:3])[CH3:2])[C:13]3[C:14](=[O:22])[O:15][C:16]4([CH2:17][CH2:18][O:19][CH2:20][CH2:21]4)[C:12]=3[C:11]1=2)([C:34]([CH3:37])([CH3:36])[CH3:35])([CH3:40])[CH3:39], predict the reactants needed to synthesize it. The reactants are: [CH:1]([C:4]1[C:13]2[C:14](=[O:22])[O:15][C:16]3([CH2:21][CH2:20][O:19][CH2:18][CH2:17]3)[C:12]=2[C:11]2[C@@H:10]([OH:23])[CH2:9][C:8]([CH3:25])([CH3:24])[CH2:7][C:6]=2[N:5]=1)([CH3:3])[CH3:2].N1C(C)=CC=CC=1C.[C:34]([Si:38](OS(C(F)(F)F)(=O)=O)([CH3:40])[CH3:39])([CH3:37])([CH3:36])[CH3:35]. (2) Given the product [CH3:51][C:52]1[CH:59]=[CH:58][C:55]([CH2:56][N:1]2[C:9]3[C:4](=[CH:5][CH:6]=[C:7]([C@@H:10]4[O:39][C@H:38]([CH2:40][O:41][CH2:42][C:43]5[CH:44]=[CH:45][CH:46]=[CH:47][CH:48]=5)[C@@H:29]([O:30][CH2:31][C:32]5[CH:33]=[CH:34][CH:35]=[CH:36][CH:37]=5)[C@H:20]([O:21][CH2:22][C:23]5[CH:28]=[CH:27][CH:26]=[CH:25][CH:24]=5)[C@H:11]4[O:12][CH2:13][C:14]4[CH:19]=[CH:18][CH:17]=[CH:16][CH:15]=4)[CH:8]=3)[CH:3]=[CH:2]2)=[CH:54][CH:53]=1, predict the reactants needed to synthesize it. The reactants are: [NH:1]1[C:9]2[C:4](=[CH:5][CH:6]=[C:7]([C@@H:10]3[O:39][C@H:38]([CH2:40][O:41][CH2:42][C:43]4[CH:48]=[CH:47][CH:46]=[CH:45][CH:44]=4)[C@@H:29]([O:30][CH2:31][C:32]4[CH:37]=[CH:36][CH:35]=[CH:34][CH:33]=4)[C@H:20]([O:21][CH2:22][C:23]4[CH:28]=[CH:27][CH:26]=[CH:25][CH:24]=4)[C@H:11]3[O:12][CH2:13][C:14]3[CH:19]=[CH:18][CH:17]=[CH:16][CH:15]=3)[CH:8]=2)[CH:3]=[CH:2]1.[H-].[Na+].[CH3:51][C:52]1[CH:59]=[CH:58][C:55]([CH2:56]Cl)=[CH:54][CH:53]=1.O. (3) Given the product [F:56][CH:57]([F:61])[C:58]([NH:1][CH2:2][CH2:3][N:4]1[C:12]2[C:7](=[CH:8][CH:9]=[C:10]([C:13]([N:15]([CH:29]([CH3:30])[CH3:31])[C@@H:16]3[CH2:21][CH2:20][CH2:19][N:18]([C:22]([O:24][C:25]([CH3:26])([CH3:27])[CH3:28])=[O:23])[CH2:17]3)=[O:14])[CH:11]=2)[C:6]([CH3:32])([CH3:33])[C:5]1=[O:34])=[O:59], predict the reactants needed to synthesize it. The reactants are: [NH2:1][CH2:2][CH2:3][N:4]1[C:12]2[C:7](=[CH:8][CH:9]=[C:10]([C:13]([N:15]([CH:29]([CH3:31])[CH3:30])[C@@H:16]3[CH2:21][CH2:20][CH2:19][N:18]([C:22]([O:24][C:25]([CH3:28])([CH3:27])[CH3:26])=[O:23])[CH2:17]3)=[O:14])[CH:11]=2)[C:6]([CH3:33])([CH3:32])[C:5]1=[O:34].CCN=C=NCCCN(C)C.C1C=CC2N(O)N=NC=2C=1.[F:56][CH:57]([F:61])[C:58](O)=[O:59]. (4) The reactants are: C(=O)([O-])[O-].[Cs+].[Cs+].[C:7]([O:11][C:12]([C:14]1[N:15]=[CH:16][S:17][CH:18]=1)=[O:13])([CH3:10])([CH3:9])[CH3:8].C1(P(C2C=CC=CC=2)C2C3OC4C(=CC=CC=4P(C4C=CC=CC=4)C4C=CC=CC=4)C(C)(C)C=3C=CC=2)C=CC=CC=1.Br[C:62]1[CH:63]=[N:64][C:65]([C:68]2[CH:73]=[CH:72][CH:71]=[CH:70][CH:69]=2)=[N:66][CH:67]=1. Given the product [C:68]1([C:65]2[N:64]=[CH:63][C:62]([C:16]3[S:17][CH:18]=[C:14]([C:12]([O:11][C:7]([CH3:10])([CH3:8])[CH3:9])=[O:13])[N:15]=3)=[CH:67][N:66]=2)[CH:69]=[CH:70][CH:71]=[CH:72][CH:73]=1, predict the reactants needed to synthesize it. (5) Given the product [CH3:1][O:2][C:3](=[O:18])[C:4]([C:8](=[O:17])[C:9]1[CH:14]=[CH:13][C:12]([CH3:15])=[C:11]([CH3:16])[CH:10]=1)=[CH:5][NH:24][C:23]1[CH:25]=[CH:26][C:20]([F:19])=[CH:21][CH:22]=1, predict the reactants needed to synthesize it. The reactants are: [CH3:1][O:2][C:3](=[O:18])[C:4]([C:8](=[O:17])[C:9]1[CH:14]=[CH:13][C:12]([CH3:15])=[C:11]([CH3:16])[CH:10]=1)=[CH:5]OC.[F:19][C:20]1[CH:26]=[CH:25][C:23]([NH2:24])=[CH:22][CH:21]=1. (6) Given the product [CH3:39][Si:9]([CH3:38])([CH3:8])[CH2:10][CH2:11][O:12][CH2:13][N:14]1[C:18]([C:19]2[CH:20]=[CH:21][C:22]([O:23][C:24]3[CH:25]=[C:26]4[C:30](=[CH:31][CH:32]=3)[N:29]([CH2:33][CH2:34][CH2:1][OH:2])[N:28]=[CH:27]4)=[CH:36][CH:37]=2)=[CH:17][CH:16]=[N:15]1, predict the reactants needed to synthesize it. The reactants are: [CH3:1][O:2]C(=O)CCBr.[CH3:8][Si:9]([CH3:39])([CH3:38])[CH2:10][CH2:11][O:12][CH2:13][N:14]1[C:18]([C:19]2[CH:37]=[CH:36][C:22]([O:23][C:24]3[CH:25]=[C:26]4[C:30](=[CH:31][CH:32]=3)[N:29]([CH2:33][CH2:34]O)[N:28]=[CH:27]4)=[CH:21][CH:20]=2)=[CH:17][CH:16]=[N:15]1.